Task: Predict the reaction yield, written as a fraction of the theoretical maximum amount of product (1.0 means a 100% yield; for example, 0.34 means a 34% yield).. Dataset: Reaction yield outcomes from USPTO patents with 853,638 reactions (1) The reactants are [Cl:1][C:2]1[C:10]2[O:9][CH2:8][O:7][C:6]=2[CH:5]=[C:4]([CH2:11]Cl)[CH:3]=1.[C-:13]#[N:14].[Na+].O. The catalyst is CS(C)=O. The product is [Cl:1][C:2]1[C:10]2[O:9][CH2:8][O:7][C:6]=2[CH:5]=[C:4]([CH2:11][C:13]#[N:14])[CH:3]=1. The yield is 0.580. (2) The reactants are [NH:1]1[CH2:6][CH2:5][O:4][CH2:3][CH2:2]1.[CH2:7]=O.[NH2:9][C:10]1[C:15]2=[C:16]([C:27]3[CH:32]=[CH:31][C:30]([NH:33][C:34]([NH:36][C:37]4[CH:42]=[CH:41][CH:40]=[C:39]([C:43]([F:46])([F:45])[F:44])[N:38]=4)=[O:35])=[CH:29][CH:28]=3)[C:17]([C:19]([NH:21][CH2:22][C:23]([F:26])([F:25])[F:24])=[O:20])=[CH:18][N:14]2[N:13]=[CH:12][N:11]=1. The catalyst is C(O)(=O)C. The product is [NH2:9][C:10]1[C:15]2=[C:16]([C:27]3[CH:32]=[CH:31][C:30]([NH:33][C:34]([NH:36][C:37]4[CH:42]=[CH:41][CH:40]=[C:39]([C:43]([F:46])([F:45])[F:44])[N:38]=4)=[O:35])=[CH:29][CH:28]=3)[C:17]([C:19]([NH:21][CH2:22][C:23]([F:26])([F:25])[F:24])=[O:20])=[C:18]([CH2:7][N:1]3[CH2:6][CH2:5][O:4][CH2:3][CH2:2]3)[N:14]2[N:13]=[CH:12][N:11]=1. The yield is 0.320.